Dataset: Forward reaction prediction with 1.9M reactions from USPTO patents (1976-2016). Task: Predict the product of the given reaction. (1) Given the reactants [F:1][C:2]([F:19])([F:18])[C:3]1[CH:8]=[CH:7][C:6]([C:9]2[CH2:14][CH2:13][CH2:12][CH2:11][C:10]=2[C:15]([OH:17])=O)=[CH:5][CH:4]=1.[N:20]1[CH:25]=[CH:24][CH:23]=[CH:22][C:21]=1[CH2:26][CH2:27][NH:28][C:29]1[CH:34]=[CH:33][C:32]([NH2:35])=[CH:31][N:30]=1.O.ON1C2C=CC=CC=2N=N1.C(OCC)(=O)C, predict the reaction product. The product is: [N:20]1[CH:25]=[CH:24][CH:23]=[CH:22][C:21]=1[CH2:26][CH2:27][NH:28][C:29]1[N:30]=[CH:31][C:32]([NH:35][C:15]([C:10]2[CH2:11][CH2:12][CH2:13][CH2:14][C:9]=2[C:6]2[CH:5]=[CH:4][C:3]([C:2]([F:1])([F:19])[F:18])=[CH:8][CH:7]=2)=[O:17])=[CH:33][CH:34]=1. (2) Given the reactants [CH3:1][C:2]1[CH:7]=[C:6]([C:8](=O)[CH2:9][C@H:10]([C:18]2[CH:23]=[CH:22][C:21]([C:24]3[CH2:25][CH2:26][N:27]([S:30]([CH3:33])(=[O:32])=[O:31])[CH2:28][CH:29]=3)=[CH:20][CH:19]=2)[C:11]2[CH:16]=[CH:15][CH:14]=[CH:13][C:12]=2[CH3:17])[CH:5]=[CH:4][N:3]=1.Cl.[OH:36][NH2:37].C(=O)([O-])O.[Na+], predict the reaction product. The product is: [CH3:1][C:2]1[CH:7]=[C:6](/[C:8](=[N:37]/[OH:36])/[CH2:9][C@H:10]([C:18]2[CH:23]=[CH:22][C:21]([C:24]3[CH2:25][CH2:26][N:27]([S:30]([CH3:33])(=[O:32])=[O:31])[CH2:28][CH:29]=3)=[CH:20][CH:19]=2)[C:11]2[CH:16]=[CH:15][CH:14]=[CH:13][C:12]=2[CH3:17])[CH:5]=[CH:4][N:3]=1. (3) Given the reactants [Cl:1][C:2]1[CH:3]=[N:4][CH:5]=[C:6]([Cl:25])[C:7]=1[S:8][C:9]1[S:13][C:12]([C:14]([NH:16][CH:17]2[CH2:21][CH2:20][NH:19][CH2:18]2)=[O:15])=[CH:11][C:10]=1[N+:22]([O-:24])=[O:23].[CH:26]1(OCCO[Si](C)(C)C)[CH2:28][CH2:27]1.C(O)(=O)C.[C-]#N.[BH4-].[Na+], predict the reaction product. The product is: [CH:26]1([N:19]2[CH2:20][CH2:21][CH:17]([NH:16][C:14]([C:12]3[S:13][C:9]([S:8][C:7]4[C:6]([Cl:25])=[CH:5][N:4]=[CH:3][C:2]=4[Cl:1])=[C:10]([N+:22]([O-:24])=[O:23])[CH:11]=3)=[O:15])[CH2:18]2)[CH2:28][CH2:27]1. (4) Given the reactants [Cl:1][C:2]1[C:10]2[S:9][C:8]([C:11]([OH:13])=O)=[CH:7][C:6]=2[CH:5]=[CH:4][CH:3]=1.CN(C(ON1N=NC2C1=CC=CC=2)=[N+](C)C)C.F[P-](F)(F)(F)(F)F.C(N(C(C)C)CC)(C)C.Cl.[N:48]12[CH2:55][CH2:54][CH:51]([CH2:52][CH2:53]1)[C@@H:50]([NH2:56])[CH2:49]2, predict the reaction product. The product is: [Cl:1][C:2]1[C:10]2[S:9][C:8]([C:11]([NH:56][C@@H:50]3[CH:51]4[CH2:54][CH2:55][N:48]([CH2:53][CH2:52]4)[CH2:49]3)=[O:13])=[CH:7][C:6]=2[CH:5]=[CH:4][CH:3]=1. (5) Given the reactants [O:1]1[C:5]2([CH2:10][CH2:9][CH:8]([OH:11])[CH2:7][CH2:6]2)[O:4][CH2:3][CH2:2]1.[H-].[Na+].[CH2:14](Br)[C:15]1[CH:20]=[CH:19][CH:18]=[CH:17][CH:16]=1.O, predict the reaction product. The product is: [CH2:14]([O:11][CH:8]1[CH2:9][CH2:10][C:5]2([O:4][CH2:3][CH2:2][O:1]2)[CH2:6][CH2:7]1)[C:15]1[CH:20]=[CH:19][CH:18]=[CH:17][CH:16]=1. (6) Given the reactants [Br:1][C:2]1[CH:3]=[C:4]([Cl:20])[CH:5]=[C:6]2[C:11]=1[CH2:10][N:9]([CH3:12])[CH2:8][CH:7]2[C:13]1[CH:18]=[CH:17][CH:16]=[CH:15][C:14]=1[NH2:19].[C:21](O)(=[O:27])[CH2:22][CH2:23][C:24](O)=[O:25], predict the reaction product. The product is: [ClH:20].[Br:1][C:2]1[CH:3]=[C:4]([Cl:20])[CH:5]=[C:6]2[C:11]=1[CH2:10][N:9]([CH3:12])[CH2:8][CH:7]2[C:13]1[CH:18]=[CH:17][CH:16]=[CH:15][C:14]=1[N:19]1[C:24](=[O:25])[CH2:23][CH2:22][C:21]1=[O:27]. (7) Given the reactants CN([P+](ON1N=NC2C=CC=CC1=2)(N(C)C)N(C)C)C.F[P-](F)(F)(F)(F)F.[NH2:28][C:29]1[N:37]=[CH:36][CH:35]=[CH:34][C:30]=1[C:31]([OH:33])=O.[CH2:38]([C:40]1[CH:47]=[CH:46][C:43]([CH2:44][NH2:45])=[CH:42][CH:41]=1)[CH3:39].C(=O)(O)[O-].[Na+], predict the reaction product. The product is: [CH2:38]([C:40]1[CH:47]=[CH:46][C:43]([CH2:44][NH:45][C:31](=[O:33])[C:30]2[CH:34]=[CH:35][CH:36]=[N:37][C:29]=2[NH2:28])=[CH:42][CH:41]=1)[CH3:39].